From a dataset of Reaction yield outcomes from USPTO patents with 853,638 reactions. Predict the reaction yield, written as a fraction of the theoretical maximum amount of product (1.0 means a 100% yield; for example, 0.34 means a 34% yield). (1) The reactants are I[C:2]1[O:3][C:4]([C:10]2[CH:15]=[CH:14][C:13]([O:16][CH3:17])=[CH:12][CH:11]=2)=[C:5]([C:7]([NH2:9])=[O:8])[N:6]=1.[NH:18]1[C:22](B(O)O)=[CH:21][CH:20]=[N:19]1.C(=O)([O-])[O-].[Na+].[Na+]. The catalyst is C(#N)C.CS(C)=O.CCOC(C)=O.C1C=CC(P(C2C=CC=CC=2)[C-]2C=CC=C2)=CC=1.C1C=CC(P(C2C=CC=CC=2)[C-]2C=CC=C2)=CC=1.Cl[Pd]Cl.[Fe+2]. The product is [CH3:17][O:16][C:13]1[CH:14]=[CH:15][C:10]([C:4]2[O:3][C:2]([C:20]3[NH:19][N:18]=[CH:22][CH:21]=3)=[N:6][C:5]=2[C:7]([NH2:9])=[O:8])=[CH:11][CH:12]=1. The yield is 0.380. (2) The reactants are [Br:1][C:2]1[CH:3]=[CH:4][C:5]([F:24])=[C:6]([C:8]([NH:17][S@@](C(C)(C)C)=O)([CH3:16])[CH2:9][C:10]2[CH2:15][CH2:14][CH2:13][CH2:12][CH:11]=2)[CH:7]=1.Cl. The catalyst is CO. The product is [Br:1][C:2]1[CH:3]=[CH:4][C:5]([F:24])=[C:6]([C:8]([NH2:17])([CH3:16])[CH2:9][C:10]2[CH2:15][CH2:14][CH2:13][CH2:12][CH:11]=2)[CH:7]=1. The yield is 0.407. (3) The reactants are Cl[C:2]1[CH:3]=[C:4]([CH3:30])[C:5]([N:8]([CH2:26][CH:27]([CH3:29])[CH3:28])[S:9]([C:12]2[CH:17]=[CH:16][C:15]([O:18][CH2:19]C3CCOCC3)=[CH:14][CH:13]=2)(=[O:11])=[O:10])=[N:6][CH:7]=1.[B-](F)(F)(F)[C:32]([CH3:34])=[CH2:33].[K+].P([O-])([O-])([O-])=O.[K+].[K+].[K+]. The catalyst is C1COCC1. The product is [CH2:26]([N:8]([C:5]1[C:4]([CH3:30])=[CH:3][C:2]([C:2]([CH3:3])=[CH2:7])=[CH:7][N:6]=1)[S:9]([C:12]1[CH:13]=[CH:14][C:15]([O:18][CH2:19][CH:15]2[CH2:14][CH2:34][CH2:32][CH2:33][O:18]2)=[CH:16][CH:17]=1)(=[O:11])=[O:10])[CH:27]([CH3:28])[CH3:29]. The yield is 0.850. (4) The reactants are [NH2:1][C:2]1[C:3]([C:7]2[N:11]([C:12]3[CH:17]=[CH:16][C:15]([F:18])=[C:14]([Br:19])[CH:13]=3)[C:10](=[O:20])[O:9][N:8]=2)=[N:4][O:5][N:6]=1.CO[CH:23](OC)[CH2:24][NH:25][S:26]([NH:29][C:30](=[O:36])[O:31][C:32]([CH3:35])([CH3:34])[CH3:33])(=[O:28])=[O:27].FC(F)(F)C(O)=O.C([SiH](CC)CC)C. The catalyst is ClCCl. The product is [Br:19][C:14]1[CH:13]=[C:12]([N:11]2[C:10](=[O:20])[O:9][N:8]=[C:7]2[C:3]2[C:2]([NH:1][CH2:23][CH2:24][NH:25][S:26]([NH:29][C:30](=[O:36])[O:31][C:32]([CH3:35])([CH3:34])[CH3:33])(=[O:27])=[O:28])=[N:6][O:5][N:4]=2)[CH:17]=[CH:16][C:15]=1[F:18]. The yield is 0.295.